Dataset: Peptide-MHC class I binding affinity with 185,985 pairs from IEDB/IMGT. Task: Regression. Given a peptide amino acid sequence and an MHC pseudo amino acid sequence, predict their binding affinity value. This is MHC class I binding data. (1) The peptide sequence is ATTELRTFS. The MHC is HLA-A02:01 with pseudo-sequence HLA-A02:01. The binding affinity (normalized) is 0. (2) The peptide sequence is SMWSFNPET. The MHC is HLA-A68:02 with pseudo-sequence HLA-A68:02. The binding affinity (normalized) is 0.152. (3) The peptide sequence is GDYKLVEI. The MHC is HLA-B58:01 with pseudo-sequence HLA-B58:01. The binding affinity (normalized) is 0. (4) The peptide sequence is YGLGSTPLY. The MHC is HLA-A30:01 with pseudo-sequence HLA-A30:01. The binding affinity (normalized) is 0.243. (5) The peptide sequence is MVLAFITFLR. The MHC is HLA-A11:01 with pseudo-sequence HLA-A11:01. The binding affinity (normalized) is 0.364. (6) The peptide sequence is YMHGSIHEV. The MHC is HLA-A69:01 with pseudo-sequence HLA-A69:01. The binding affinity (normalized) is 0.657.